Dataset: Reaction yield outcomes from USPTO patents with 853,638 reactions. Task: Predict the reaction yield, written as a fraction of the theoretical maximum amount of product (1.0 means a 100% yield; for example, 0.34 means a 34% yield). (1) The reactants are [CH3:1][N:2]1[C:10]2[C:5](=[CH:6][CH:7]=[CH:8][CH:9]=2)[CH:4]=[C:3]1[CH:11]=[O:12].C(=O)([O-])[O-].[K+].[K+].[F:19][C:20]([Si](C)(C)C)([F:22])[F:21]. The catalyst is CN(C)C=O. The product is [F:19][C:20]([F:22])([F:21])[CH:11]([C:3]1[N:2]([CH3:1])[C:10]2[C:5]([CH:4]=1)=[CH:6][CH:7]=[CH:8][CH:9]=2)[OH:12]. The yield is 0.790. (2) The reactants are [Br:1][C:2]1[CH:7]=[CH:6][C:5]([C:8](=O)[CH2:9][N:10]2[CH2:14][CH2:13][CH2:12][CH2:11]2)=[CH:4][CH:3]=1.CN.[BH3-][C:19]#[N:20].[Na+].C(O)(=O)C. The catalyst is C1COCC1. The product is [Br:1][C:2]1[CH:7]=[CH:6][C:5]([CH:8]([NH:20][CH3:19])[CH2:9][N:10]2[CH2:14][CH2:13][CH2:12][CH2:11]2)=[CH:4][CH:3]=1. The yield is 0.990. (3) The reactants are [Si]([O:8][CH2:9][CH2:10][N:11]1[C:17](=[O:18])[C:16]2[CH:19]=[CH:20][C:21](Cl)=[N:22][C:15]=2[O:14][CH:13]([C:24]2[CH:29]=[CH:28][CH:27]=[CH:26][CH:25]=2)[CH2:12]1)(C(C)(C)C)(C)C.[CH3:30][O:31][C:32]1[CH:33]=[C:34]([CH:36]=[CH:37][C:38]=1[N:39]1[CH:43]=[C:42]([CH3:44])[N:41]=[CH:40]1)[NH2:35].C1(P(C2CCCCC2)C2C=CC=CC=2C2C=CC=CC=2)CCCCC1.C(=O)([O-])[O-].[Cs+].[Cs+].[F-].C([N+](CCCC)(CCCC)CCCC)CCC. The catalyst is O.C(OCC)(=O)C.C([O-])(=O)C.[Pd+2].C([O-])(=O)C. The product is [OH:8][CH2:9][CH2:10][N:11]1[C:17](=[O:18])[C:16]2[CH:19]=[CH:20][C:21]([NH:35][C:34]3[CH:36]=[CH:37][C:38]([N:39]4[CH:43]=[C:42]([CH3:44])[N:41]=[CH:40]4)=[C:32]([O:31][CH3:30])[CH:33]=3)=[N:22][C:15]=2[O:14][CH:13]([C:24]2[CH:29]=[CH:28][CH:27]=[CH:26][CH:25]=2)[CH2:12]1. The yield is 0.200. (4) The reactants are [CH3:1][C:2]1[C:3]([C:8]([OH:10])=O)=[N:4][CH:5]=[CH:6][CH:7]=1.C1N=CN(C(N2C=NC=C2)=O)C=1.[CH2:23]([N:27]1[C:35]2[N:34]=[C:33]([Cl:36])[NH:32][C:31]=2[C:30](=[O:37])[N:29]([CH2:38][CH2:39][CH2:40][CH2:41]/[C:42](=[N:45]/[H])/[NH:43]O)[C:28]1=[O:47])[CH2:24][CH2:25][CH3:26]. The catalyst is CS(C)=O. The product is [CH2:23]([N:27]1[C:35]2[N:34]=[C:33]([Cl:36])[NH:32][C:31]=2[C:30](=[O:37])[N:29]([CH2:38][CH2:39][CH2:40][CH2:41][C:42]2[N:43]=[C:8]([C:3]3[C:2]([CH3:1])=[CH:7][CH:6]=[CH:5][N:4]=3)[O:10][N:45]=2)[C:28]1=[O:47])[CH2:24][CH2:25][CH3:26]. The yield is 0.120.